From a dataset of Forward reaction prediction with 1.9M reactions from USPTO patents (1976-2016). Predict the product of the given reaction. (1) Given the reactants [NH:1]1[C:9]2[C:4](=[CH:5][CH:6]=[CH:7][CH:8]=2)[CH2:3][C:2]1=[O:10].[CH2:11]([O:13][C:14]([C:16]1[NH:17][C:18]([CH:27]=O)=[C:19]([CH2:22][CH2:23][C:24]([OH:26])=[O:25])[C:20]=1[CH3:21])=[O:15])[CH3:12], predict the reaction product. The product is: [CH2:11]([O:13][C:14]([C:16]1[NH:17][C:18]([CH:27]=[C:3]2[C:4]3[C:9](=[CH:8][CH:7]=[CH:6][CH:5]=3)[NH:1][C:2]2=[O:10])=[C:19]([CH2:22][CH2:23][C:24]([OH:26])=[O:25])[C:20]=1[CH3:21])=[O:15])[CH3:12]. (2) Given the reactants Cl[C:2]([O-:4])=[O:3].[F:5][C:6]([F:12])([CH:9]([F:11])[F:10])[CH2:7][OH:8].N1C=CC=C[CH:14]=1, predict the reaction product. The product is: [C:2](=[O:3])([O:8][CH2:7][C:6]([F:12])([F:5])[CH:9]([F:11])[F:10])[O:4][CH3:14]. (3) Given the reactants C([O:3][C:4]([C:6]1[NH:7][C:8]2[C:13]([CH:14]=1)=[C:12]([O:15][C:16]1[CH:21]=[CH:20][C:19]([F:22])=[CH:18][CH:17]=1)[CH:11]=[CH:10][CH:9]=2)=[O:5])C.[Li+].[OH-], predict the reaction product. The product is: [F:22][C:19]1[CH:18]=[CH:17][C:16]([O:15][C:12]2[CH:11]=[CH:10][CH:9]=[C:8]3[C:13]=2[CH:14]=[C:6]([C:4]([OH:5])=[O:3])[NH:7]3)=[CH:21][CH:20]=1. (4) Given the reactants [H][H].[N+:3]([O-:6])([O-:5])=[O:4].[Ru+3:7].[N+]([O-])([O-])=O.[N+]([O-])([O-])=O.[N+]([O-])(O)=O.C([O-])(=O)C.[La+3:24].C([O-])(=O)C.C([O-])(=O)C.[N+]([O-])([O-])=O.[La+3].[N+]([O-])([O-])=O.[N+]([O-])([O-])=O, predict the reaction product. The product is: [N+:3]([O-:6])([O-:5])=[O:4].[Ru+3:7].[N+:3]([O-:6])([O-:5])=[O:4].[N+:3]([O-:6])([O-:5])=[O:4].[N+:3]([O-:6])([OH:5])=[O:4].[N+:3]([O-:6])([O-:5])=[O:4].[La+3:24].[N+:3]([O-:6])([O-:5])=[O:4].[N+:3]([O-:6])([O-:5])=[O:4]. (5) Given the reactants [CH3:1][NH:2][CH2:3][CH:4]([C:6]1[NH:7][CH:8]=[CH:9][CH:10]=1)[OH:5].C(N(CC)C(C)C)(C)C.[Cl:20][C:21]1[CH:43]=[CH:42][C:24]([CH2:25][NH:26][C:27]([C:29]2[C:30](=[O:41])[C:31]3[CH:38]=[C:37]([CH2:39]Cl)[S:36][C:32]=3[N:33]([CH3:35])[CH:34]=2)=[O:28])=[CH:23][CH:22]=1.O, predict the reaction product. The product is: [Cl:20][C:21]1[CH:43]=[CH:42][C:24]([CH2:25][NH:26][C:27]([C:29]2[C:30](=[O:41])[C:31]3[CH:38]=[C:37]([CH2:39][N:2]([CH2:3][CH:4]([OH:5])[C:6]4[NH:7][CH:8]=[CH:9][CH:10]=4)[CH3:1])[S:36][C:32]=3[N:33]([CH3:35])[CH:34]=2)=[O:28])=[CH:23][CH:22]=1. (6) Given the reactants [C:1]1([C:6]([NH:8][CH2:9][CH3:10])=O)[CH2:5][CH2:4][CH2:3][CH:2]=1.[H-].[Al+3].[Li+].[H-].[H-].[H-], predict the reaction product. The product is: [CH:1]1([CH2:6][NH:8][CH2:9][CH3:10])[CH2:5][CH2:4][CH2:3][CH2:2]1. (7) Given the reactants CCCC[N+](CCCC)(CCCC)CCCC.[F-].C([Si]([O:26][CH2:27][C@H:28]1[CH2:33][C@@H:32]([O:34][Si](C(C)(C)C)(C)C)[CH2:31][CH2:30][C@@:29]1([C@H:43]1[CH2:51][CH2:50][C@@:49]2([CH3:52])[C@@H:45]([CH2:46][CH2:47][C:48]2=[CH2:53])[C@@H:44]1[CH2:54][O:55][CH2:56][C:57]1[CH:62]=[C:61]([O:63][CH3:64])[CH:60]=[C:59]([O:65][CH3:66])[CH:58]=1)[CH3:42])(C)C)(C)(C)C, predict the reaction product. The product is: [CH3:66][O:65][C:59]1[CH:58]=[C:57]([CH:62]=[C:61]([O:63][CH3:64])[CH:60]=1)[CH2:56][O:55][CH2:54][C@@H:44]1[C@@H:43]([C@@:29]2([CH3:42])[CH2:30][CH2:31][C@H:32]([OH:34])[CH2:33][C@@H:28]2[CH2:27][OH:26])[CH2:51][CH2:50][C@@:49]2([CH3:52])[C@H:45]1[CH2:46][CH2:47][C:48]2=[CH2:53]. (8) Given the reactants [C:1]([OH:4])(=[S:3])[CH3:2].C[O-].[Na+].Br[CH2:9][CH2:10][CH2:11][CH2:12][CH2:13]/[CH:14]=[CH:15]\[CH2:16][CH2:17][CH2:18][CH2:19][CH2:20][CH2:21][CH3:22].Cl, predict the reaction product. The product is: [CH2:9]([CH2:2][C:1]([OH:4])=[S:3])[CH2:10][CH2:11][CH2:12][CH2:13]/[CH:14]=[CH:15]\[CH2:16][CH2:17][CH2:18][CH2:19][CH2:20][CH2:21][CH3:22]. (9) Given the reactants [CH2:1]([O:8][C:9]1[C:18]2[CH2:17][CH2:16][CH2:15][CH2:14][C:13]=2[CH:12]=[CH:11][C:10]=1[CH2:19][CH:20]([OH:23])[CH2:21][OH:22])[C:2]1[CH:7]=[CH:6][CH:5]=[CH:4][CH:3]=1.[Si:24](Cl)([C:27]([CH3:30])([CH3:29])[CH3:28])([CH3:26])[CH3:25].N1C=CN=C1.C(OC1C(CC(O)CO[Si](C(C)(C)C)(C)C)=CC=C2C=1CCC2)C1C=CC=CC=1, predict the reaction product. The product is: [CH2:1]([O:8][C:9]1[C:18]2[CH2:17][CH2:16][CH2:15][CH2:14][C:13]=2[CH:12]=[CH:11][C:10]=1[CH2:19][CH:20]([OH:23])[CH2:21][O:22][Si:24]([C:27]([CH3:30])([CH3:29])[CH3:28])([CH3:26])[CH3:25])[C:2]1[CH:3]=[CH:4][CH:5]=[CH:6][CH:7]=1.